This data is from Reaction yield outcomes from USPTO patents with 853,638 reactions. The task is: Predict the reaction yield, written as a fraction of the theoretical maximum amount of product (1.0 means a 100% yield; for example, 0.34 means a 34% yield). (1) The reactants are FC(F)(F)S(O[C:7]1[CH2:14][CH:13]2[CH2:15][CH:9]([CH2:10][N:11]([C:16]([O:18][CH2:19][CH3:20])=[O:17])[CH2:12]2)[CH:8]=1)(=O)=O.C(=O)([O-])[O-].[Na+].[Na+].[Cl-].[Li+].[O:31]([C:38]1[CH:39]=[C:40](B(O)O)[CH:41]=[N:42][CH:43]=1)[C:32]1[CH:37]=[CH:36][CH:35]=[CH:34][CH:33]=1. The catalyst is C(COC)OC.O.C1C=CC([P]([Pd]([P](C2C=CC=CC=2)(C2C=CC=CC=2)C2C=CC=CC=2)([P](C2C=CC=CC=2)(C2C=CC=CC=2)C2C=CC=CC=2)[P](C2C=CC=CC=2)(C2C=CC=CC=2)C2C=CC=CC=2)(C2C=CC=CC=2)C2C=CC=CC=2)=CC=1. The product is [O:31]([C:38]1[CH:39]=[C:40]([C:7]2[CH2:14][CH:13]3[CH2:15][CH:9]([CH2:10][N:11]([C:16]([O:18][CH2:19][CH3:20])=[O:17])[CH2:12]3)[CH:8]=2)[CH:41]=[N:42][CH:43]=1)[C:32]1[CH:33]=[CH:34][CH:35]=[CH:36][CH:37]=1. The yield is 0.870. (2) The reactants are [OH:1][C:2]1[CH:3]=[C:4]2[C:9](=[CH:10][CH:11]=1)[CH2:8][N:7]([CH:12]=O)[CH2:6][C:5]2([CH3:15])[CH3:14].[CH2:16]([Mg]Br)[CH3:17].C(OCC)(=O)C. The product is [CH:12]1([N:7]2[CH2:6][C:5]([CH3:15])([CH3:14])[C:4]3[C:9](=[CH:10][CH:11]=[C:2]([OH:1])[CH:3]=3)[CH2:8]2)[CH2:17][CH2:16]1. The catalyst is O1CCCC1.C(OCC)C.CCCCCC. The yield is 0.630.